This data is from Peptide-MHC class I binding affinity with 185,985 pairs from IEDB/IMGT. The task is: Regression. Given a peptide amino acid sequence and an MHC pseudo amino acid sequence, predict their binding affinity value. This is MHC class I binding data. (1) The binding affinity (normalized) is 0.0847. The peptide sequence is WMACNSAAF. The MHC is HLA-C07:01 with pseudo-sequence HLA-C07:01. (2) The peptide sequence is YYFMKFRRVF. The binding affinity (normalized) is 0.874. The MHC is HLA-A24:02 with pseudo-sequence HLA-A24:02. (3) The peptide sequence is AEVVKLPSRY. The MHC is HLA-B40:01 with pseudo-sequence HLA-B40:01. The binding affinity (normalized) is 0.111.